From a dataset of HIV replication inhibition screening data with 41,000+ compounds from the AIDS Antiviral Screen. Binary Classification. Given a drug SMILES string, predict its activity (active/inactive) in a high-throughput screening assay against a specified biological target. (1) The result is 0 (inactive). The compound is COCS(=O)(=O)c1ccccc1. (2) The compound is C#CCOc1cc2c(c3oc(=O)cc(CCC)c13)C(O)C(C)C(C)O2. The result is 0 (inactive).